From a dataset of Forward reaction prediction with 1.9M reactions from USPTO patents (1976-2016). Predict the product of the given reaction. (1) Given the reactants [CH3:1][O:2][C:3](=[O:13])[CH:4]=[CH:5][C:6]1([CH3:12])[CH2:11][CH2:10][O:9][CH2:8][CH2:7]1.[H][H], predict the reaction product. The product is: [CH3:1][O:2][C:3](=[O:13])[CH2:4][CH2:5][C:6]1([CH3:12])[CH2:11][CH2:10][O:9][CH2:8][CH2:7]1. (2) Given the reactants C(O)CCCCCCC/C=C\CCCCCCCC.[C:20]([O-:39])(=[O:38])[CH2:21][CH2:22][CH2:23][CH2:24][CH2:25][CH2:26][CH2:27]/[CH:28]=[CH:29]\[CH2:30][CH2:31][CH2:32][CH2:33][CH2:34][CH2:35][CH2:36][CH3:37].[In+3].[C:20]([O-:39])(=[O:38])[CH2:21][CH2:22][CH2:23][CH2:24][CH2:25][CH2:26][CH2:27]/[CH:28]=[CH:29]\[CH2:30][CH2:31][CH2:32][CH2:33][CH2:34][CH2:35][CH2:36][CH3:37].[C:20]([O-:39])(=[O:38])[CH2:21][CH2:22][CH2:23][CH2:24][CH2:25][CH2:26][CH2:27]/[CH:28]=[CH:29]\[CH2:30][CH2:31][CH2:32][CH2:33][CH2:34][CH2:35][CH2:36][CH3:37].[O-2].[In+3].[O-2].[O-2].[In+3], predict the reaction product. The product is: [C:20]([OH:39])(=[O:38])[CH2:21][CH2:22][CH2:23][CH2:24][CH2:25][CH2:26][CH2:27]/[CH:28]=[CH:29]\[CH2:30][CH2:31][CH2:32][CH2:33][CH2:34][CH2:35][CH2:36][CH3:37]. (3) Given the reactants [CH:1]1([NH:6][C:7]2[CH:12]=[CH:11][CH:10]=[C:9]([CH2:13][CH2:14][O:15]C3CCCCO3)[N:8]=2)[CH2:5][CH2:4][CH2:3][CH2:2]1.Cl, predict the reaction product. The product is: [CH:1]1([NH:6][C:7]2[N:8]=[C:9]([CH2:13][CH2:14][OH:15])[CH:10]=[CH:11][CH:12]=2)[CH2:2][CH2:3][CH2:4][CH2:5]1.